The task is: Predict the product of the given reaction.. This data is from Forward reaction prediction with 1.9M reactions from USPTO patents (1976-2016). (1) Given the reactants [Br:1][CH2:2][C:3]1[CH:8]=[CH:7][C:6]([CH2:9][C:10]([OH:12])=[O:11])=[CH:5][CH:4]=1.Cl[Si](C)(C)[CH3:15], predict the reaction product. The product is: [Br:1][CH2:2][C:3]1[CH:4]=[CH:5][C:6]([CH2:9][C:10]([O:12][CH3:15])=[O:11])=[CH:7][CH:8]=1. (2) The product is: [CH2:4]1[C:5]2[C:10](=[CH:9][CH:8]=[CH:7][CH:6]=2)[CH2:11][CH:3]1[NH:2][S:26]([CH:23]([CH3:25])[CH3:24])(=[O:28])=[O:27]. Given the reactants Cl.[NH2:2][CH:3]1[CH2:11][C:10]2[C:5](=[CH:6][CH:7]=[CH:8][CH:9]=2)[CH2:4]1.N12CCCN=C1CCCCC2.[CH:23]([S:26](Cl)(=[O:28])=[O:27])([CH3:25])[CH3:24], predict the reaction product. (3) Given the reactants Cl[C:2]1[CH:3]=[C:4]([CH:12]([CH2:24][CH:25]2[CH2:29][CH2:28][CH2:27][CH2:26]2)[C:13]([NH:15][C:16]2[CH:21]=[N:20][C:19]([C:22]#[N:23])=[CH:18][N:17]=2)=[O:14])[CH:5]=[CH:6][C:7]=1[S:8]([CH3:11])(=[O:10])=[O:9].[ClH:30].[NH2:31][OH:32].N1CCCCC1, predict the reaction product. The product is: [Cl:30][C:6]1[CH:5]=[C:4]([CH:12]([CH2:24][CH:25]2[CH2:26][CH2:27][CH2:28][CH2:29]2)[C:13]([NH:15][C:16]2[CH:21]=[N:20][C:19]([C:22](=[NH:23])[NH:31][OH:32])=[CH:18][N:17]=2)=[O:14])[CH:3]=[CH:2][C:7]=1[S:8]([CH3:11])(=[O:10])=[O:9].